From a dataset of Forward reaction prediction with 1.9M reactions from USPTO patents (1976-2016). Predict the product of the given reaction. (1) Given the reactants [F:1][C:2]1[CH:17]=[CH:16][C:5]([CH2:6][O:7][C:8]2[CH:9]=[C:10]([NH2:15])[C:11]([NH2:14])=[CH:12][CH:13]=2)=[CH:4][CH:3]=1.[C:18]([CH2:22][C:23](Cl)=[O:24])([CH3:21])([CH3:20])[CH3:19], predict the reaction product. The product is: [NH2:15][C:10]1[CH:9]=[C:8]([O:7][CH2:6][C:5]2[CH:16]=[CH:17][C:2]([F:1])=[CH:3][CH:4]=2)[CH:13]=[CH:12][C:11]=1[NH:14][C:23](=[O:24])[CH2:22][C:18]([CH3:21])([CH3:20])[CH3:19]. (2) Given the reactants [CH3:1][C:2]1[C:9]([CH3:10])=[CH:8][CH:7]=[CH:6][C:3]=1[CH:4]=O.ClC1C=[C:14](C=CC=1)[CH:15]=[O:16].[CH3:20][Si:21](N[Si:21]([CH3:23])([CH3:22])[CH3:20])([CH3:23])[CH3:22].C([Li])CCC.C[Si](Cl)(C)C.C([N:41](CC)CC)C.C(Cl)(=O)C, predict the reaction product. The product is: [CH3:1][C:2]1[C:9]([CH3:10])=[CH:8][CH:7]=[CH:6][C:3]=1[CH:4]=[N:41][C:15]([O:14][Si:21]([CH3:23])([CH3:22])[CH3:20])=[CH2:16]. (3) Given the reactants C(OC([NH:8][C:9]1[CH:14]=[CH:13][CH:12]=[CH:11][C:10]=1B(O)O)=O)(C)(C)C.Cl[C:19]1[C:20]([C:29]#[N:30])=[N:21][CH:22]=[C:23]([C:25]([F:28])([F:27])[F:26])[CH:24]=1.C(=O)([O-])[O-].[K+].[K+], predict the reaction product. The product is: [F:26][C:25]([F:28])([F:27])[C:23]1[CH:22]=[N:21][C:20]2[C:19]([CH:24]=1)=[C:10]1[CH:11]=[CH:12][CH:13]=[CH:14][C:9]1=[N:8][C:29]=2[NH2:30]. (4) Given the reactants [CH3:1]N(C=O)C.[Br:6][C:7]1[CH:12]=[CH:11][C:10]([S:13]([NH:16][C:17]([CH3:20])([CH3:19])[CH3:18])(=[O:15])=[O:14])=[CH:9][CH:8]=1.IC.C([O-])([O-])=O.[K+].[K+], predict the reaction product. The product is: [Br:6][C:7]1[CH:8]=[CH:9][C:10]([S:13]([N:16]([C:17]([CH3:20])([CH3:19])[CH3:18])[CH3:1])(=[O:15])=[O:14])=[CH:11][CH:12]=1.